This data is from Peptide-MHC class I binding affinity with 185,985 pairs from IEDB/IMGT. The task is: Regression. Given a peptide amino acid sequence and an MHC pseudo amino acid sequence, predict their binding affinity value. This is MHC class I binding data. (1) The peptide sequence is WRFDSRLAF. The MHC is HLA-A26:01 with pseudo-sequence HLA-A26:01. The binding affinity (normalized) is 0.0713. (2) The peptide sequence is FLPIFFIFA. The MHC is HLA-A02:06 with pseudo-sequence HLA-A02:06. The binding affinity (normalized) is 0.655. (3) The peptide sequence is WHLTPEKGW. The MHC is Mamu-B17 with pseudo-sequence Mamu-B17. The binding affinity (normalized) is 0.299. (4) The peptide sequence is RRGWEVLKY. The MHC is HLA-B45:01 with pseudo-sequence HLA-B45:01. The binding affinity (normalized) is 0. (5) The peptide sequence is QTYMYTGQY. The MHC is SLA-10401 with pseudo-sequence SLA-10401. The binding affinity (normalized) is 0.257. (6) The MHC is HLA-B15:17 with pseudo-sequence HLA-B15:17. The binding affinity (normalized) is 0.0847. The peptide sequence is SHDLAPQFL.